Dataset: Forward reaction prediction with 1.9M reactions from USPTO patents (1976-2016). Task: Predict the product of the given reaction. Given the reactants O1CCCC1.[Cl:6][C:7]1[CH:8]=[CH:9][C:10]2[N:16]([CH2:17][C:18]3[CH:23]=[CH:22][C:21]([O:24][CH3:25])=[CH:20][C:19]=3[O:26][CH3:27])[C:15](=[O:28])[C@@H:14]([CH2:29][C:30]([NH2:32])=O)[O:13][C@H:12]([C:33]3[CH:38]=[CH:37][CH:36]=[C:35]([O:39][CH3:40])[C:34]=3[O:41][CH3:42])[C:11]=2[CH:43]=1.COC1C=CC(P2(SP(C3C=CC(OC)=CC=3)(=S)S2)=[S:53])=CC=1.ClCCl, predict the reaction product. The product is: [Cl:6][C:7]1[CH:8]=[CH:9][C:10]2[N:16]([CH2:17][C:18]3[CH:23]=[CH:22][C:21]([O:24][CH3:25])=[CH:20][C:19]=3[O:26][CH3:27])[C:15](=[O:28])[C@@H:14]([CH2:29][C:30](=[S:53])[NH2:32])[O:13][C@H:12]([C:33]3[CH:38]=[CH:37][CH:36]=[C:35]([O:39][CH3:40])[C:34]=3[O:41][CH3:42])[C:11]=2[CH:43]=1.